Dataset: Catalyst prediction with 721,799 reactions and 888 catalyst types from USPTO. Task: Predict which catalyst facilitates the given reaction. (1) Reactant: [CH3:1][C:2]1[CH:3]=[C:4]([CH2:24][CH:25]2[CH2:30][CH2:29][NH:28][CH2:27][CH2:26]2)[CH:5]=[C:6]2[C:10]=1[C:9](=[O:11])[N:8]([CH2:12][C:13]1[CH:18]=[CH:17][C:16]([O:19][C:20]([F:23])([F:22])[F:21])=[CH:15][CH:14]=1)[CH2:7]2.[C:31](O)(=O)C.C=O.C([BH3-])#N.[Na+]. Product: [CH3:1][C:2]1[CH:3]=[C:4]([CH2:24][CH:25]2[CH2:26][CH2:27][N:28]([CH3:31])[CH2:29][CH2:30]2)[CH:5]=[C:6]2[C:10]=1[C:9](=[O:11])[N:8]([CH2:12][C:13]1[CH:18]=[CH:17][C:16]([O:19][C:20]([F:22])([F:23])[F:21])=[CH:15][CH:14]=1)[CH2:7]2. The catalyst class is: 138. (2) Reactant: [NH2:1][CH2:2][C:3]1[CH:4]=[C:5]([C:9]2[CH:14]=[CH:13][CH:12]=[C:11]([CH2:15][CH2:16][CH2:17][C:18]3[N:22]([CH2:23][CH3:24])[C:21](=[O:25])[N:20]([CH2:26][C:27]4[CH:32]=[CH:31][C:30]([C:33]([CH3:36])([CH3:35])[CH3:34])=[CH:29][CH:28]=4)[N:19]=3)[CH:10]=2)[CH:6]=[CH:7][CH:8]=1.[C:37]1([S:43](Cl)(=[O:45])=[O:44])[CH:42]=[CH:41][CH:40]=[CH:39][CH:38]=1. Product: [C:33]([C:30]1[CH:31]=[CH:32][C:27]([CH2:26][N:20]2[C:21](=[O:25])[N:22]([CH2:23][CH3:24])[C:18]([CH2:17][CH2:16][CH2:15][C:11]3[CH:10]=[C:9]([C:5]4[CH:6]=[CH:7][CH:8]=[C:3]([CH2:2][NH:1][S:43]([C:37]5[CH:42]=[CH:41][CH:40]=[CH:39][CH:38]=5)(=[O:45])=[O:44])[CH:4]=4)[CH:14]=[CH:13][CH:12]=3)=[N:19]2)=[CH:28][CH:29]=1)([CH3:35])([CH3:34])[CH3:36]. The catalyst class is: 17. (3) Reactant: [N+:1]([C:4]1[CH:12]=[C:11]([C:13]([F:16])([F:15])[F:14])[CH:10]=[CH:9][C:5]=1[C:6]([OH:8])=[O:7])([O-])=O. Product: [NH2:1][C:4]1[CH:12]=[C:11]([C:13]([F:14])([F:15])[F:16])[CH:10]=[CH:9][C:5]=1[C:6]([OH:8])=[O:7]. The catalyst class is: 19. (4) Reactant: [CH3:1][C:2]1[CH:3]=[C:4]([CH:34]=[CH:35][C:36]=1[CH3:37])[CH2:5][N:6]1[CH2:10][CH:9]([CH2:11][CH2:12]OS(C2C=CC(C)=CC=2)(=O)=O)[N:8]([CH2:24][C:25]2[CH:30]=[CH:29][C:28]([O:31][CH3:32])=[CH:27][CH:26]=2)[C:7]1=[O:33].[CH2:38]([O:40][C:41](=[O:53])[C:42]([O:45][C:46]1[CH:51]=[CH:50][C:49]([OH:52])=[CH:48][CH:47]=1)([CH3:44])[CH3:43])[CH3:39].N#N. Product: [CH2:38]([O:40][C:41](=[O:53])[C:42]([O:45][C:46]1[CH:47]=[CH:48][C:49]([O:52][CH2:12][CH2:11][CH:9]2[CH2:10][N:6]([CH2:5][C:4]3[CH:34]=[CH:35][C:36]([CH3:37])=[C:2]([CH3:1])[CH:3]=3)[C:7](=[O:33])[N:8]2[CH2:24][C:25]2[CH:26]=[CH:27][C:28]([O:31][CH3:32])=[CH:29][CH:30]=2)=[CH:50][CH:51]=1)([CH3:44])[CH3:43])[CH3:39]. The catalyst class is: 3. (5) Product: [C:13]1([CH3:26])[CH:18]=[C:17]([CH3:19])[CH:16]=[C:15]([CH3:20])[C:14]=1[S:21]([O-:24])(=[O:23])=[O:22].[N:1]1([CH2:6][C:7]2[CH:8]=[N+:9]([NH2:25])[CH:10]=[CH:11][CH:12]=2)[CH:5]=[CH:4][CH:3]=[CH:2]1. The catalyst class is: 2. Reactant: [N:1]1([CH2:6][C:7]2[CH:8]=[N:9][CH:10]=[CH:11][CH:12]=2)[CH:5]=[CH:4][CH:3]=[CH:2]1.[C:13]1([CH3:26])[CH:18]=[C:17]([CH3:19])[CH:16]=[C:15]([CH3:20])[C:14]=1[S:21]([O:24][NH2:25])(=[O:23])=[O:22].CCOCC. (6) Reactant: [Br:1][C:2]1[CH:3]=[C:4]([CH2:9]/[CH:10]=[CH:11]/[C:12]([O:14][CH3:15])=[O:13])[CH:5]=[CH:6][C:7]=1[F:8].O.[BH4-].[Na+]. Product: [Br:1][C:2]1[CH:3]=[C:4]([CH2:9][CH2:10][CH2:11][C:12]([O:14][CH3:15])=[O:13])[CH:5]=[CH:6][C:7]=1[F:8]. The catalyst class is: 888. (7) Reactant: [F:1][C:2]1[C:7]([O:8][CH3:9])=[CH:6][C:5]([O:10][CH3:11])=[C:4]([F:12])[C:3]=1[N:13]1[CH2:22][C:21]2[CH:20]=[N:19][C:18]3[N:23](S(C4C=CC=CC=4)(=O)=O)[C:24]([CH2:26][N:27]4[CH2:32][CH2:31][O:30][CH2:29][CH2:28]4)=[CH:25][C:17]=3[C:16]=2[C:15]([CH3:43])([CH3:42])[C:14]1=[O:44].[F-].C([N+](CCCC)(CCCC)CCCC)CCC. Product: [F:12][C:4]1[C:5]([O:10][CH3:11])=[CH:6][C:7]([O:8][CH3:9])=[C:2]([F:1])[C:3]=1[N:13]1[CH2:22][C:21]2[CH:20]=[N:19][C:18]3[NH:23][C:24]([CH2:26][N:27]4[CH2:32][CH2:31][O:30][CH2:29][CH2:28]4)=[CH:25][C:17]=3[C:16]=2[C:15]([CH3:42])([CH3:43])[C:14]1=[O:44]. The catalyst class is: 7.